Dataset: Full USPTO retrosynthesis dataset with 1.9M reactions from patents (1976-2016). Task: Predict the reactants needed to synthesize the given product. (1) Given the product [ClH:1].[CH3:3][O:4][C:5]([C@:7]1([CH3:16])[CH2:15][C@H:14]2[C@H:9]([CH2:10][CH2:11][CH2:12][CH2:13]2)[NH:8]1)=[O:6], predict the reactants needed to synthesize it. The reactants are: [ClH:1].Cl.[CH3:3][O:4][C:5]([C@@:7]1([CH3:16])[CH2:15][C@H:14]2[C@H:9]([CH2:10][CH2:11][CH2:12][CH2:13]2)[NH:8]1)=[O:6]. (2) Given the product [C:16]1([C:26]2[CH:31]=[CH:30][CH:29]=[CH:28][CH:27]=2)[CH:21]=[CH:20][C:19]([S:22]([N:4]2[C@@H:5]([C:13]([OH:15])=[O:14])[CH2:6][C:7]3[C:12](=[CH:11][CH:10]=[CH:9][CH:8]=3)[CH2:3]2)(=[O:24])=[O:23])=[CH:18][CH:17]=1, predict the reactants needed to synthesize it. The reactants are: [OH-].[Na+].[CH2:3]1[C:12]2[C:7](=[CH:8][CH:9]=[CH:10][CH:11]=2)[CH2:6][C@H:5]([C:13]([OH:15])=[O:14])[NH:4]1.[C:16]1([C:26]2[CH:31]=[CH:30][CH:29]=[CH:28][CH:27]=2)[CH:21]=[CH:20][C:19]([S:22](Cl)(=[O:24])=[O:23])=[CH:18][CH:17]=1.Cl. (3) Given the product [CH3:21][C:22]([NH:23][C:12]([C:10]1[CH:9]=[CH:8][C:7]([CH:15]2[CH2:20][CH2:19][O:18][CH2:17][CH2:16]2)=[C:6]([O:5][CH2:4][CH:1]2[CH2:2][CH2:3]2)[N:11]=1)=[O:14])([C:24]1[O:25][CH:26]=[CH:27][N:28]=1)[CH3:29], predict the reactants needed to synthesize it. The reactants are: [CH:1]1([CH2:4][O:5][C:6]2[N:11]=[C:10]([C:12]([OH:14])=O)[CH:9]=[CH:8][C:7]=2[CH:15]2[CH2:20][CH2:19][O:18][CH2:17][CH2:16]2)[CH2:3][CH2:2]1.[CH3:21][C:22]([CH3:29])([C:24]1[O:25][CH:26]=[CH:27][N:28]=1)[NH2:23]. (4) Given the product [CH3:1][Si:2]([CH3:18])([CH3:17])[CH2:3][CH2:4][O:5][CH2:6][O:7][CH2:8][C:9]1[N:10]=[C:11]([C:14]#[N:16])[S:12][CH:13]=1, predict the reactants needed to synthesize it. The reactants are: [CH3:1][Si:2]([CH3:18])([CH3:17])[CH2:3][CH2:4][O:5][CH2:6][O:7][CH2:8][C:9]1[N:10]=[C:11]([C:14]([NH2:16])=O)[S:12][CH:13]=1.N1C=CC=CC=1.C(OC(C(F)(F)F)=O)(C(F)(F)F)=O.